This data is from Full USPTO retrosynthesis dataset with 1.9M reactions from patents (1976-2016). The task is: Predict the reactants needed to synthesize the given product. (1) Given the product [F:1][C:2]1[CH:3]=[C:4]([CH2:10][C:11]([OH:15])=[O:13])[CH:5]=[C:6]([CH2:8][OH:9])[CH:7]=1, predict the reactants needed to synthesize it. The reactants are: [F:1][C:2]1[CH:3]=[C:4]([CH2:10][C:11]#N)[CH:5]=[C:6]([CH2:8][OH:9])[CH:7]=1.[OH-:13].[K+].[OH2:15]. (2) Given the product [CH3:11][O:12][C:13]([C:15]1([CH2:29][O:30][CH2:31][C:32]2[CH:37]=[CH:36][C:35]([O:38][CH3:39])=[CH:34][CH:33]=2)[CH:19]([CH3:41])[C:18](=[O:20])[N:17]([C:21]2[C:26]([CH3:27])=[CH:25][CH:24]=[CH:23][C:22]=2[CH3:28])[CH2:16]1)=[O:14], predict the reactants needed to synthesize it. The reactants are: [Li+].C[Si]([N-][Si](C)(C)C)(C)C.[CH3:11][O:12][C:13]([C:15]1([CH2:29][O:30][CH2:31][C:32]2[CH:37]=[CH:36][C:35]([O:38][CH3:39])=[CH:34][CH:33]=2)[CH2:19][C:18](=[O:20])[N:17]([C:21]2[C:26]([CH3:27])=[CH:25][CH:24]=[CH:23][C:22]=2[CH3:28])[CH2:16]1)=[O:14].I[CH3:41].[NH4+].[Cl-]. (3) Given the product [C:9]1([CH2:15][C:16](=[N:3][OH:2])[CH2:17][CH3:18])[CH:14]=[CH:13][CH:12]=[CH:11][CH:10]=1, predict the reactants needed to synthesize it. The reactants are: Cl.[OH:2][NH2:3].CC([O-])=O.[Na+].[C:9]1([CH2:15][C:16](=O)[CH2:17][CH3:18])[CH:14]=[CH:13][CH:12]=[CH:11][CH:10]=1.